Predict which catalyst facilitates the given reaction. From a dataset of Catalyst prediction with 721,799 reactions and 888 catalyst types from USPTO. (1) Reactant: C(N(CC)CC)C.[NH2:8][C:9]1[CH:14]=[CH:13][C:12](F)=[CH:11][C:10]=1[NH:16][CH:17]1[CH2:24][CH:23]2[CH:19]([CH2:20][C:21](=[O:25])[CH2:22]2)[CH2:18]1.Cl[C:27](Cl)([O:29]C(=O)OC(Cl)(Cl)Cl)Cl. Product: [O:25]=[C:21]1[CH2:22][CH:23]2[CH:19]([CH2:18][CH:17]([N:16]3[C:10]4[CH:11]=[CH:12][CH:13]=[CH:14][C:9]=4[NH:8][C:27]3=[O:29])[CH2:24]2)[CH2:20]1. The catalyst class is: 2. (2) Reactant: C(=[N:14][C:15]1[CH:16]=[C:17]([C:21]2([CH3:28])[NH:26][C:25](=[O:27])[CH2:24][O:23][CH2:22]2)[CH:18]=[CH:19][CH:20]=1)(C1C=CC=CC=1)C1C=CC=CC=1.[ClH:29]. Product: [ClH:29].[NH2:14][C:15]1[CH:16]=[C:17]([C:21]2([CH3:28])[NH:26][C:25](=[O:27])[CH2:24][O:23][CH2:22]2)[CH:18]=[CH:19][CH:20]=1. The catalyst class is: 12. (3) The catalyst class is: 33. Reactant: C([O:4][C:5](=[O:18])[C:6]1[CH:11]=[C:10]([CH3:12])[C:9]([CH:13]2[CH2:17][CH2:16][CH2:15][CH2:14]2)=[N:8][CH:7]=1)(C)C. Product: [CH:13]1([C:9]2[C:10]([CH3:12])=[CH:11][C:6]([C:5]([OH:18])=[O:4])=[CH:7][N:8]=2)[CH2:14][CH2:15][CH2:16][CH2:17]1. (4) Reactant: [Cl:1][C:2]1[CH:3]=[CH:4][C:5]([N:8]2[CH:12]=[C:11]([CH2:13][CH2:14][CH2:15][OH:16])[C:10]([CH:17]([CH2:20][CH3:21])[CH2:18][CH3:19])=[N:9]2)=[N:6][CH:7]=1.O[C:23]1[C:28]([CH3:29])=[CH:27][CH:26]=[CH:25][C:24]=1[CH2:30][C:31]([O:33]C)=[O:32].C(P(CCCC)CCCC)CCC.N(C(N1CCCCC1)=O)=NC(N1CCCCC1)=O. Product: [Cl:1][C:2]1[CH:3]=[CH:4][C:5]([N:8]2[CH:12]=[C:11]([CH2:13][CH2:14][CH2:15][O:16][C:23]3[C:28]([CH3:29])=[CH:27][CH:26]=[CH:25][C:24]=3[CH2:30][C:31]([OH:33])=[O:32])[C:10]([CH:17]([CH2:20][CH3:21])[CH2:18][CH3:19])=[N:9]2)=[N:6][CH:7]=1. The catalyst class is: 7. (5) Reactant: [F:1][C:2]1[CH:3]=[CH:4][C:5]([S:22](=[O:40])(=[O:39])[NH:23][C:24]2[CH:25]=[CH:26][C:27]3[C@H:28]4[CH2:38][C@H:29]4[CH2:30][O:31][C:32]=3[C:33]=2[C:34]([O:36][CH3:37])=[O:35])=[C:6]([CH:21]=1)[CH:7]=[C:8]1[CH2:13][CH2:12][CH2:11][N:10](C(OC(C)(C)C)=O)[CH2:9]1.[C:41](O)([C:43](F)(F)F)=O. Product: [CH2:41]([N:10]1[CH2:11][CH2:12][CH2:13][C:8](=[CH:7][C:6]2[CH:21]=[C:2]([F:1])[CH:3]=[CH:4][C:5]=2[S:22]([NH:23][C:24]2[C:33]([C:34]([O:36][CH3:37])=[O:35])=[C:32]3[C:27]([C@H:28]4[CH2:38][C@H:29]4[CH2:30][O:31]3)=[CH:26][CH:25]=2)(=[O:39])=[O:40])[CH2:9]1)[CH3:43]. The catalyst class is: 2.